This data is from Full USPTO retrosynthesis dataset with 1.9M reactions from patents (1976-2016). The task is: Predict the reactants needed to synthesize the given product. (1) Given the product [CH:1]1([NH:4][C:5]2[C:10]([C:11]([NH2:13])=[O:12])=[CH:9][N:8]=[C:7]([NH:14][C:15]3[CH:20]=[CH:19][C:18]([CH:21]4[CH2:22][CH2:23][N:24]([C:27]5[CH:32]=[N:33][CH:30]=[CH:29][CH:28]=5)[CH2:25][CH2:26]4)=[CH:17][CH:16]=3)[N:6]=2)[CH2:3][CH2:2]1, predict the reactants needed to synthesize it. The reactants are: [CH:1]1([NH:4][C:5]2[C:10]([C:11]([NH2:13])=[O:12])=[CH:9][N:8]=[C:7]([NH:14][C:15]3[CH:20]=[CH:19][C:18]([CH:21]4[CH2:26][CH2:25][N:24]([C:27]5[CH:32]=C[CH:30]=[CH:29][CH:28]=5)[CH2:23][CH2:22]4)=[CH:17][CH:16]=3)[N:6]=2)[CH2:3][CH2:2]1.[N:33]1C=CC=C(B(O)O)C=1. (2) The reactants are: C(O[C:5](=[O:7])[CH3:6])(=O)C.[NH2:8][CH2:9][CH2:10][N:11]1[C:15]([C:16]2[CH:21]=[CH:20][N:19]=[C:18]([NH:22][C:23]3[CH:28]=[CH:27][CH:26]=[C:25]([Cl:29])[CH:24]=3)[N:17]=2)=[CH:14][N:13]=[CH:12]1.N. Given the product [Cl:29][C:25]1[CH:24]=[C:23]([CH:28]=[CH:27][CH:26]=1)[NH:22][C:18]1[N:17]=[C:16]([C:15]2[N:11]([CH2:10][CH2:9][NH:8][C:5](=[O:7])[CH3:6])[CH:12]=[N:13][CH:14]=2)[CH:21]=[CH:20][N:19]=1, predict the reactants needed to synthesize it. (3) Given the product [Cl:1][CH2:2][C:3]1[CH:11]=[CH:10][C:6]([C:7]([C:18]2[N:14]([CH2:12][CH3:13])[C:15]([C:20]([O:22][CH2:23][CH3:24])=[O:21])=[CH:16][C:17]=2[CH3:19])=[O:8])=[CH:5][CH:4]=1, predict the reactants needed to synthesize it. The reactants are: [Cl:1][CH2:2][C:3]1[CH:11]=[CH:10][C:6]([C:7](Cl)=[O:8])=[CH:5][CH:4]=1.[CH2:12]([N:14]1[CH:18]=[C:17]([CH3:19])[CH:16]=[C:15]1[C:20]([O:22][CH2:23][CH3:24])=[O:21])[CH3:13]. (4) Given the product [C:37]([C:41]1[CH:77]=[CH:76][C:44]([C:45]([NH:47][C:48]2[CH:53]=[CH:52][C:51]([C:54]3[CH:62]=[C:61]4[C:57]([CH2:58][N:59]([C@@H:64]([CH:69]([CH3:71])[CH3:70])[C:65]([OH:67])=[O:66])[C:60]4=[O:63])=[CH:56][CH:55]=3)=[C:50]([C:72]([F:74])([F:75])[F:73])[CH:49]=2)=[O:46])=[CH:43][CH:42]=1)([CH3:39])([CH3:40])[CH3:38], predict the reactants needed to synthesize it. The reactants are: C(C1C=CC(C(NC2C=CC(C3C=C4C(CN([C@@H](C(C)C)C(O)=O)C4=O)=CC=3)=NC=2)=O)=CC=1)(C)(C)C.[C:37]([C:41]1[CH:77]=[CH:76][C:44]([C:45]([NH:47][C:48]2[CH:53]=[CH:52][C:51]([C:54]3[CH:62]=[C:61]4[C:57]([CH2:58][N:59]([C@@H:64]([CH:69]([CH3:71])[CH3:70])[C:65]([O:67]C)=[O:66])[C:60]4=[O:63])=[CH:56][CH:55]=3)=[C:50]([C:72]([F:75])([F:74])[F:73])[CH:49]=2)=[O:46])=[CH:43][CH:42]=1)([CH3:40])([CH3:39])[CH3:38]. (5) Given the product [Cl:31][C:32]1[CH:33]=[CH:34][C:35]([N:41]2[CH:45]=[CH:44][CH:43]=[N:42]2)=[C:36]([CH:40]=1)[C:37]([NH:68][C@H:64]1[CH2:65][CH2:66][CH2:67][C@@H:63]1[NH:62][C:60]1[S:61][C:57]2[CH:56]=[C:55]([F:54])[CH:70]=[CH:69][C:58]=2[N:59]=1)=[O:39], predict the reactants needed to synthesize it. The reactants are: O1C2C=CC=CC=2N=C1N[C@H]1CCC[C@H]1NC(=O)C1C(OCC)=CC=CC=1OCC.[Cl:31][C:32]1[CH:33]=[CH:34][C:35]([N:41]2[CH:45]=[CH:44][CH:43]=[N:42]2)=[C:36]([CH:40]=1)[C:37]([OH:39])=O.C(N(CC)CC)C.Cl.[F:54][C:55]1[CH:70]=[CH:69][C:58]2[N:59]=[C:60]([NH:62][C@H:63]3[CH2:67][CH2:66][CH2:65][C@@H:64]3[NH2:68])[S:61][C:57]=2[CH:56]=1. (6) Given the product [C:7]1([S:13]([N:16]2[C:20]3=[N:21][CH:22]=[C:23]([O:25][CH2:47][CH2:46][N:45]([CH3:49])[CH3:44])[CH:24]=[C:19]3[CH:18]=[C:17]2[C:26]([C:33]2[CH:34]=[CH:35][C:36]([S:39]([CH3:42])(=[O:40])=[O:41])=[CH:37][CH:38]=2)=[CH:27][CH:28]2[CH2:32][CH2:31][CH2:30][CH2:29]2)(=[O:14])=[O:15])[CH:12]=[CH:11][CH:10]=[CH:9][CH:8]=1, predict the reactants needed to synthesize it. The reactants are: C(=O)([O-])[O-].[K+].[K+].[C:7]1([S:13]([N:16]2[C:20]3=[N:21][CH:22]=[C:23]([OH:25])[CH:24]=[C:19]3[CH:18]=[C:17]2[C:26]([C:33]2[CH:38]=[CH:37][C:36]([S:39]([CH3:42])(=[O:41])=[O:40])=[CH:35][CH:34]=2)=[CH:27][CH:28]2[CH2:32][CH2:31][CH2:30][CH2:29]2)(=[O:15])=[O:14])[CH:12]=[CH:11][CH:10]=[CH:9][CH:8]=1.Cl.[CH3:44][N:45]([CH3:49])[CH2:46][CH2:47]Cl. (7) Given the product [CH:28]1([C:2]2[CH:13]=[CH:12][C:5]3[O:6][CH2:7][C:8](=[O:11])[N:9]([CH3:10])[C:4]=3[CH:3]=2)[CH2:19][CH2:18]1, predict the reactants needed to synthesize it. The reactants are: Br[C:2]1[CH:13]=[CH:12][C:5]2[O:6][CH2:7][C:8](=[O:11])[N:9]([CH3:10])[C:4]=2[CH:3]=1.CC(O[C:18]1C=CC=C(OC(C)C)[C:19]=1[C:28]1C(P(C2CCCCC2)C2CCCCC2)=CC=CC=1)C.C1(B(O)O)CC1.P([O-])([O-])([O-])=O.[K+].[K+].[K+].